Dataset: Reaction yield outcomes from USPTO patents with 853,638 reactions. Task: Predict the reaction yield, written as a fraction of the theoretical maximum amount of product (1.0 means a 100% yield; for example, 0.34 means a 34% yield). (1) The reactants are Br[C:2]1[CH:11]=[C:10]2[C:5]([CH:6]=[C:7]([NH:12][C:13]([CH:15]3[CH2:17][CH2:16]3)=[O:14])[N:8]=[CH:9]2)=[CH:4][CH:3]=1.[NH2:18][C:19]1[CH:24]=[CH:23][CH:22]=[CH:21][CH:20]=1.CC(C1C=C(C(C)C)C(C2C=CC=CC=2P(C2CCCCC2)C2CCCCC2)=C(C(C)C)C=1)C.C(=O)([O-])[O-].[Cs+].[Cs+]. The catalyst is COCCOC.C([O-])(=O)C.[Pd+2].C([O-])(=O)C. The product is [C:19]1([NH:18][C:2]2[CH:11]=[C:10]3[C:5]([CH:6]=[C:7]([NH:12][C:13]([CH:15]4[CH2:17][CH2:16]4)=[O:14])[N:8]=[CH:9]3)=[CH:4][CH:3]=2)[CH:24]=[CH:23][CH:22]=[CH:21][CH:20]=1. The yield is 0.445. (2) The reactants are [CH3:1]CN(C(C)C)C(C)C.[CH3:10][CH2:11][C@H:12]([C@H:14]([NH:59][C:60]([C@@H:62]1[N:67]([CH3:68])[CH2:66][CH2:65][CH2:64][CH2:63]1)=[O:61])[C:15]([N:17]([C@@H:26]([CH:56]([CH3:58])[CH3:57])[CH2:27][C@@H:28]([O:52][C:53]([CH3:55])=[O:54])[C:29]1[S:33][CH:32]=[C:31]([C:34]([NH:36][C@H:37]([CH2:46][C@@H:47]([C:49]([OH:51])=[O:50])[CH3:48])[CH2:38][C:39]2[CH:40]=[CH:41][C:42](O)=[CH:43][CH:44]=2)=[O:35])[N:30]=1)[CH2:18][O:19][C:20]([CH2:22][CH:23]([CH3:25])[CH3:24])=[O:21])=[O:16])[CH3:13]. The catalyst is CN(C=O)C. The product is [CH3:10][CH2:11][C@@H:12]([C@H:14]([NH:59][C:60]([C@@H:62]1[N:67]([CH3:68])[CH2:66][CH2:65][CH2:64][CH2:63]1)=[O:61])[C:15]([N:17]([C@@H:26]([CH:56]([CH3:58])[CH3:57])[CH2:27][C@@H:28]([O:52][C:53]([CH3:55])=[O:54])[C:29]1[S:33][CH:32]=[C:31]([C:34]([NH:36][C@H:37]([CH2:46][C@@H:47]([C:49]([OH:51])=[O:50])[CH3:48])[CH2:38][C:39]2[CH:44]=[CH:43][C:42]([CH3:1])=[CH:41][CH:40]=2)=[O:35])[N:30]=1)[CH2:18][O:19][C:20]([CH2:22][CH:23]([CH3:25])[CH3:24])=[O:21])=[O:16])[CH3:13]. The yield is 1.00. (3) The reactants are [I:1][CH3:2].[Br:3][C:4]1[CH:13]=[CH:12][C:11]([N+:14]([O-:16])=[O:15])=[C:10]2[C:5]=1[CH:6]=[CH:7][N:8]=[CH:9]2. The catalyst is CN(C)C=O. The product is [I-:1].[Br:3][C:4]1[CH:13]=[CH:12][C:11]([N+:14]([O-:16])=[O:15])=[C:10]2[C:5]=1[CH:6]=[CH:7][N+:8]([CH3:2])=[CH:9]2. The yield is 0.830. (4) The reactants are [C:1]1([C:19]2[CH:24]=[CH:23][CH:22]=[CH:21][CH:20]=2)[CH:6]=[CH:5][C:4]([C:7]([N:9]2[CH2:17][C@H:16]([OH:18])[CH2:15][C@H:10]2[C:11]([O:13][CH3:14])=[O:12])=[O:8])=[CH:3][CH:2]=1.[CH3:25][C:26]([Si:29](Cl)([CH3:31])[CH3:30])([CH3:28])[CH3:27]. The catalyst is C(Cl)Cl.CN(C1C=CN=CC=1)C. The product is [C:1]1([C:19]2[CH:24]=[CH:23][CH:22]=[CH:21][CH:20]=2)[CH:2]=[CH:3][C:4]([C:7]([N:9]2[CH2:17][C@H:16]([O:18][Si:29]([C:26]([CH3:28])([CH3:27])[CH3:25])([CH3:31])[CH3:30])[CH2:15][C@H:10]2[C:11]([O:13][CH3:14])=[O:12])=[O:8])=[CH:5][CH:6]=1. The yield is 0.930. (5) The reactants are [N:1]([O-])=O.[Na+].[NH:5]1[C:13]2[C:8](=[C:9]([NH2:14])[CH:10]=[CH:11][CH:12]=2)[CH:7]=[N:6]1.[F:15][B-:16]([F:19])([F:18])[F:17].[Na+]. The catalyst is O.Cl. The product is [F:15][B-:16]([F:19])([F:18])[F:17].[NH:5]1[C:13]2[CH:12]=[CH:11][CH:10]=[C:9]([N+:14]#[N:1])[C:8]=2[CH:7]=[N:6]1. The yield is 0.200. (6) The reactants are [NH2:1][C:2]1[N:10]=[CH:9][N:8]=[C:7]2[C:3]=1[NH:4][C:5](=[O:25])[N:6]2[C:11]1[CH:12]=[C:13]([NH:17][C:18](=[O:24])[O:19][C:20]([CH3:23])([CH3:22])[CH3:21])[CH:14]=[CH:15][CH:16]=1.[Cl:26][C:27]1[CH:32]=[CH:31][C:30](B(O)O)=[CH:29][CH:28]=1.N1C=CC=CC=1. The catalyst is CN(C=O)C.CC([O-])=O.CC([O-])=O.[Cu+2]. The product is [NH2:1][C:2]1[N:10]=[CH:9][N:8]=[C:7]2[C:3]=1[N:4]([C:30]1[CH:31]=[CH:32][C:27]([Cl:26])=[CH:28][CH:29]=1)[C:5](=[O:25])[N:6]2[C:11]1[CH:12]=[C:13]([NH:17][C:18](=[O:24])[O:19][C:20]([CH3:22])([CH3:21])[CH3:23])[CH:14]=[CH:15][CH:16]=1. The yield is 0.591. (7) The reactants are [O:1]1[C:5]2[CH:6]=[CH:7][C:8]([C:10]3([C:13]([OH:15])=O)[CH2:12][CH2:11]3)=[CH:9][C:4]=2[O:3][CH2:2]1.CN(C(ON1N=NC2C=CC=CC1=2)=[N+](C)C)C.F[P-](F)(F)(F)(F)F.CCN(CC)CC.[NH2:47][C:48]1[CH:49]=[C:50]2[C:54](=[CH:55][CH:56]=1)[NH:53][C:52]([CH:57]([CH3:63])[C:58]([O:60][CH2:61][CH3:62])=[O:59])=[CH:51]2. The catalyst is C(#N)C. The product is [O:1]1[C:5]2[CH:6]=[CH:7][C:8]([C:10]3([C:13]([NH:47][C:48]4[CH:49]=[C:50]5[C:54](=[CH:55][CH:56]=4)[NH:53][C:52]([CH:57]([CH3:63])[C:58]([O:60][CH2:61][CH3:62])=[O:59])=[CH:51]5)=[O:15])[CH2:11][CH2:12]3)=[CH:9][C:4]=2[O:3][CH2:2]1. The yield is 0.500. (8) The reactants are [NH2:1][C:2]1[C:7]([CH:8]=[CH2:9])=[C:6]([C:10]([O:12][CH3:13])=[O:11])[N:5]=[C:4]([C:14]2[CH:19]=[CH:18][C:17]([Cl:20])=[C:16]([N:21]([CH3:23])[CH3:22])[C:15]=2[F:24])[N:3]=1.[CH2:25](O)C. The catalyst is C1(C)C=CC=CC=1. The product is [NH2:1][C:2]1[C:7]([CH:8]=[CH2:9])=[C:6]([C:10]([O:12][CH2:13][CH3:25])=[O:11])[N:5]=[C:4]([C:14]2[CH:19]=[CH:18][C:17]([Cl:20])=[C:16]([N:21]([CH3:22])[CH3:23])[C:15]=2[F:24])[N:3]=1. The yield is 0.930.